This data is from Forward reaction prediction with 1.9M reactions from USPTO patents (1976-2016). The task is: Predict the product of the given reaction. (1) Given the reactants [Br:1][C:2]1[CH:3]=[N:4][NH:5][CH:6]=1.C[Si]([N-][Si](C)(C)C)(C)C.[Na+].C1COCC1.Br[CH2:23][C:24]1[CH:25]=[C:26]([CH:31]=[CH:32][CH:33]=1)[C:27]([O:29][CH3:30])=[O:28], predict the reaction product. The product is: [Br:1][C:2]1[CH:3]=[N:4][N:5]([CH2:23][C:24]2[CH:25]=[C:26]([CH:31]=[CH:32][CH:33]=2)[C:27]([O:29][CH3:30])=[O:28])[CH:6]=1. (2) Given the reactants [C:1]([O-:4])([O-])=O.[K+].[K+].[CH3:7][O:8][C:9](=[O:23])[C:10](=[CH:15][C:16]1[CH:21]=[CH:20][C:19]([OH:22])=[CH:18][CH:17]=1)[C:11]([O:13][CH3:14])=[O:12].CO[C:26]1[CH:33]=[CH:32][C:29]([CH2:30]Cl)=[CH:28][CH:27]=1.O, predict the reaction product. The product is: [CH3:14][O:13][C:11](=[O:12])[C:10](=[CH:15][C:16]1[CH:17]=[CH:18][C:19]([O:22][CH2:30][C:29]2[CH:32]=[CH:33][CH:26]=[C:27]([O:4][CH3:1])[CH:28]=2)=[CH:20][CH:21]=1)[C:9]([O:8][CH3:7])=[O:23]. (3) Given the reactants C(=O)([O-])[O-].[K+].[K+].[N+:7]([CH:9]([C:20]1[CH:25]=[CH:24][CH:23]=[CH:22][CH:21]=1)S(C1C=CC(C)=CC=1)(=O)=O)#[C-:8].[N:26]1[CH:31]=[CH:30][C:29](/[CH:32]=[N:33]/[CH:34]2[CH2:39][CH2:38][N:37]([C:40]([O:42][C:43]([CH3:46])([CH3:45])[CH3:44])=[O:41])[CH2:36][CH2:35]2)=[N:28][CH:27]=1, predict the reaction product. The product is: [C:20]1([C:9]2[N:7]=[CH:8][N:33]([CH:34]3[CH2:35][CH2:36][N:37]([C:40]([O:42][C:43]([CH3:46])([CH3:45])[CH3:44])=[O:41])[CH2:38][CH2:39]3)[C:32]=2[C:29]2[CH:30]=[CH:31][N:26]=[CH:27][N:28]=2)[CH:21]=[CH:22][CH:23]=[CH:24][CH:25]=1. (4) Given the reactants [C:1]([O:5][C:6]([NH:8][CH2:9][C:10]([C:13]1[CH:14]=[C:15]([C:18]([O:20]C)=[O:19])[NH:16][CH:17]=1)([CH3:12])[CH3:11])=[O:7])([CH3:4])([CH3:3])[CH3:2].[OH-].[Na+].C(OCC)(=O)C.Cl, predict the reaction product. The product is: [C:1]([O:5][C:6]([NH:8][CH2:9][C:10]([C:13]1[CH:14]=[C:15]([C:18]([OH:20])=[O:19])[NH:16][CH:17]=1)([CH3:12])[CH3:11])=[O:7])([CH3:2])([CH3:3])[CH3:4].